This data is from Full USPTO retrosynthesis dataset with 1.9M reactions from patents (1976-2016). The task is: Predict the reactants needed to synthesize the given product. (1) Given the product [Cl:12][C:8]1[C:7]([F:13])=[C:6]2[C:11]([C:2]([CH3:20])=[CH:3][C:4]([C:14]3[CH:19]=[CH:18][CH:17]=[CH:16][CH:15]=3)=[N:5]2)=[CH:10][CH:9]=1, predict the reactants needed to synthesize it. The reactants are: Br[C:2]1[C:11]2[C:6](=[C:7]([F:13])[C:8]([Cl:12])=[CH:9][CH:10]=2)[N:5]=[C:4]([C:14]2[CH:19]=[CH:18][CH:17]=[CH:16][CH:15]=2)[CH:3]=1.[CH3:20]B(O)O.C(=O)([O-])[O-].[K+].[K+].O1CCOCC1. (2) Given the product [CH:4]1[C:5]2[CH:11]=[CH:10][CH2:9][CH2:8][CH2:7][C:6]=2[CH:1]=[CH:2][CH:3]=1, predict the reactants needed to synthesize it. The reactants are: [CH:1]1[C:6]2[CH2:7][CH2:8][CH2:9][CH2:10][CH:11](O)[C:5]=2[CH:4]=[CH:3][CH:2]=1.C1(C)C=CC(S(O)(=O)=O)=CC=1.